Dataset: Peptide-MHC class II binding affinity with 134,281 pairs from IEDB. Task: Regression. Given a peptide amino acid sequence and an MHC pseudo amino acid sequence, predict their binding affinity value. This is MHC class II binding data. (1) The binding affinity (normalized) is 0.109. The MHC is DRB1_0101 with pseudo-sequence DRB1_0101. The peptide sequence is VGAKQENWNTSIKTL. (2) The peptide sequence is AVFEAALTKAITAMS. The MHC is DRB1_0405 with pseudo-sequence DRB1_0405. The binding affinity (normalized) is 0.445. (3) The peptide sequence is TKPEACSGEPVVVHI. The MHC is HLA-DPA10103-DPB10301 with pseudo-sequence HLA-DPA10103-DPB10301. The binding affinity (normalized) is 0.199. (4) The peptide sequence is NGILKKLSSIKSKSR. The MHC is DRB1_1302 with pseudo-sequence DRB1_1302. The binding affinity (normalized) is 0.309.